This data is from Experimentally validated miRNA-target interactions with 360,000+ pairs, plus equal number of negative samples. The task is: Binary Classification. Given a miRNA mature sequence and a target amino acid sequence, predict their likelihood of interaction. (1) Result: 0 (no interaction). The protein sequence of the target gene is MPCCSHRSCREDPGTSESREMDPVAFEDVAVNFTQEEWTLLDISQKNLFREVMLETFRNLTSIGKKWSDQNIEYEYQNPRRSFRSLIEEKVNEIKEDSHCGETFTQVPDDRLNFQEKKASPEVKSCDSFVCAEVGIGNSSFNMSIRGDTGHKAYEYQEYGPKPYKCQQPKNKKAFRYRPSIRTQERDHTGEKPYACKVCGKTFIFHSSIRRHMVMHSGDGTYKCKFCGKAFHSFSLYLIHERTHTGEKPYECKQCGKSFTYSATLQIHERTHTGEKPYECSKCDKAFHSSSSYHRHERSH.... The miRNA is mmu-miR-1981-5p with sequence GUAAAGGCUGGGCUUAGACGUGGC. (2) The miRNA is hsa-miR-5010-5p with sequence AGGGGGAUGGCAGAGCAAAAUU. The protein sequence of the target gene is MSRHTDLVRSFLEQLEARDYREGAILAREFSDIKARSVAWKSEGVCSTKAGSRLGNTNKNRYKDVVAYDETRVILSLLQEEGHGDYINANFIRGIDGSQAYIATQGPLPHTLLDFWRLVWEFGVKVILMACQETENGRRKCERYWAREQEPLKAGPFCITLTKETTLNADITLRTLQVTFQKEFRSVHQLQYMSWPDHGVPSSSDHILTMVEEARCLQGLGPGPLCVHCSAGCGRTGVLCAVDYVRQLLLTQTIPPNFSLFQVVLEMRKQRPAAVQTEEQYRFLYHTVAQLFSRTLQDTS.... Result: 0 (no interaction).